This data is from TCR-epitope binding with 47,182 pairs between 192 epitopes and 23,139 TCRs. The task is: Binary Classification. Given a T-cell receptor sequence (or CDR3 region) and an epitope sequence, predict whether binding occurs between them. (1) The epitope is SEPVLKGVKL. The TCR CDR3 sequence is CASSRTGTSYEQYF. Result: 0 (the TCR does not bind to the epitope). (2) The epitope is GPGHKARVL. The TCR CDR3 sequence is CASSQDGVYTQYF. Result: 1 (the TCR binds to the epitope).